Dataset: Forward reaction prediction with 1.9M reactions from USPTO patents (1976-2016). Task: Predict the product of the given reaction. (1) Given the reactants [CH:1]([C:4]1[C:5]([O:29]COC)=[CH:6][C:7]([O:25]COC)=[C:8]([C:10]2[N:14]([C:15]3[CH:20]=[CH:19][C:18]([O:21][CH3:22])=[CH:17][CH:16]=3)[C:13](SC)=[N:12][N:11]=2)[CH:9]=1)([CH3:3])[CH3:2].ClC1C=CC=C(C(OO)=[O:41])C=1.S([O-])([O-])=O.[K+].[K+], predict the reaction product. The product is: [OH:25][C:7]1[CH:6]=[C:5]([OH:29])[C:4]([CH:1]([CH3:2])[CH3:3])=[CH:9][C:8]=1[C:10]1[N:14]([C:15]2[CH:16]=[CH:17][C:18]([O:21][CH3:22])=[CH:19][CH:20]=2)[C:13](=[O:41])[NH:12][N:11]=1. (2) The product is: [Br:1][C:2]1[C:8]([F:9])=[CH:7][C:5]([NH:6][C:11](=[O:13])[CH3:12])=[CH:4][C:3]=1[F:10]. Given the reactants [Br:1][C:2]1[C:8]([F:9])=[CH:7][C:5]([NH2:6])=[CH:4][C:3]=1[F:10].[C:11](Cl)(=[O:13])[CH3:12].C(N(C(C)C)C(C)C)C, predict the reaction product. (3) Given the reactants [CH2:1]([O:3][C:4]1[C:13]2[C:8](=[CH:9][CH:10]=[C:11]([CH:14]=[C:15]3[S:19][C:18](SCC)=[N:17][C:16]3=[O:23])[CH:12]=2)[N:7]=[CH:6][C:5]=1[S:24]([CH3:27])(=[O:26])=[O:25])[CH3:2].[CH:28]1([NH2:31])[CH2:30][CH2:29]1.C(N(C(C)C)CC)(C)C, predict the reaction product. The product is: [CH:28]1([NH:31][C:18]2[S:19]/[C:15](=[CH:14]\[C:11]3[CH:12]=[C:13]4[C:8](=[CH:9][CH:10]=3)[N:7]=[CH:6][C:5]([S:24]([CH3:27])(=[O:26])=[O:25])=[C:4]4[O:3][CH2:1][CH3:2])/[C:16](=[O:23])[N:17]=2)[CH2:30][CH2:29]1. (4) Given the reactants [ClH:1].O1CCOCC1.[CH3:8][C:9]1[C:14]([N:15](C(OC(C)(C)C)=O)[NH:16]C(OC(C)(C)C)=O)=[CH:13][CH:12]=[CH:11][N:10]=1, predict the reaction product. The product is: [ClH:1].[NH:15]([C:14]1[C:9]([CH3:8])=[N:10][CH:11]=[CH:12][CH:13]=1)[NH2:16]. (5) Given the reactants [C:1]([O:6][CH3:7])(=[O:5])[C:2]([CH3:4])=[CH2:3].[CH2:8]([NH2:15])[C:9]1[CH:14]=[CH:13][CH:12]=[CH:11][CH:10]=1, predict the reaction product. The product is: [CH2:8]([NH:15][CH2:3][CH:2]([CH3:4])[C:1]([O:6][CH3:7])=[O:5])[C:9]1[CH:14]=[CH:13][CH:12]=[CH:11][CH:10]=1. (6) Given the reactants [NH2:1][C:2]1[CH:7]=[CH:6][CH:5]=[CH:4][C:3]=1[NH:8][C:9]([NH:11][C:12]1[C:16]([CH3:17])=[CH:15][S:14][C:13]=1[Cl:18])=S.C1COCC1.[OH-].[Na+].C1(S(Cl)(=O)=O)C=CC=CC=1, predict the reaction product. The product is: [Cl:18][C:13]1[S:14][CH:15]=[C:16]([CH3:17])[C:12]=1[NH:11][C:9]1[NH:8][C:3]2[CH:4]=[CH:5][CH:6]=[CH:7][C:2]=2[N:1]=1.